Dataset: Peptide-MHC class I binding affinity with 185,985 pairs from IEDB/IMGT. Task: Regression. Given a peptide amino acid sequence and an MHC pseudo amino acid sequence, predict their binding affinity value. This is MHC class I binding data. The peptide sequence is AEFKYIAAV. The MHC is HLA-A68:02 with pseudo-sequence HLA-A68:02. The binding affinity (normalized) is 0.188.